This data is from Catalyst prediction with 721,799 reactions and 888 catalyst types from USPTO. The task is: Predict which catalyst facilitates the given reaction. Reactant: [CH3:1][O:2][C:3]1[CH:4]=[C:5]([CH:9]=[CH:10][CH:11]=1)[CH2:6]CN.[C:12](=[O:15])([O-:14])[O-].[Cs+].[Cs+].[CH2:18](Br)[CH:19]=[CH:20][C:21]1[CH:26]=[CH:25][CH:24]=[CH:23][CH:22]=1.[CH3:28][N:29](C=[O:32])C. Product: [C:3]([OH:2])(=[O:32])/[CH:11]=[CH:10]/[C:12]([OH:14])=[O:15].[CH3:1][O:2][C:3]1[CH:11]=[CH:10][C:9]2[CH:20]([C:21]3[CH:26]=[CH:25][CH:24]=[CH:23][CH:22]=3)[CH2:19][CH2:18][N:29]([CH3:28])[CH2:6][C:5]=2[CH:4]=1. The catalyst class is: 6.